Task: Predict the product of the given reaction.. Dataset: Forward reaction prediction with 1.9M reactions from USPTO patents (1976-2016) (1) The product is: [NH:30]1[C:29]2[CH:31]=[CH:32][CH:33]=[CH:34][C:28]=2[N:27]=[C:26]1[C@@H:24]1[CH2:25][S:21][CH2:22][N:23]1[C:14]([C@H:13]([CH2:17][CH2:18][CH2:19][CH3:20])[CH2:12][N:9]([OH:8])[CH:10]=[O:11])=[O:15]. Given the reactants C([O:8][N:9]([CH2:12][C@@H:13]([CH2:17][CH2:18][CH2:19][CH3:20])[C:14](O)=[O:15])[CH:10]=[O:11])C1C=CC=CC=1.[S:21]1[CH2:25][C@@H:24]([C:26]2[NH:30][C:29]3[CH:31]=[CH:32][CH:33]=[CH:34][C:28]=3[N:27]=2)[NH:23][CH2:22]1, predict the reaction product. (2) Given the reactants [C:1]1(C)C=CC=CC=1.[I:8][C:9]1[C:10]([C:22]([F:28])([F:27])[C:23]([F:26])([F:25])[F:24])=[N:11][N:12]([CH2:14][C:15]2[CH:21]=[CH:20][C:18]([NH2:19])=[CH:17][CH:16]=2)[CH:13]=1.[C:29](O[C:29]([O:31][C:32]([CH3:35])([CH3:34])[CH3:33])=[O:30])([O:31][C:32]([CH3:35])([CH3:34])[CH3:33])=[O:30], predict the reaction product. The product is: [I:8][C:9]1[C:10]([C:22]([F:28])([F:27])[C:23]([F:24])([F:25])[F:26])=[N:11][N:12]([CH2:14][C:15]2[CH:16]=[CH:17][C:18]([NH:19][C:29](=[O:30])[O:31][C:32]([CH3:35])([CH3:34])[CH3:33])=[C:20]([CH3:1])[CH:21]=2)[CH:13]=1. (3) Given the reactants C(OC([NH:8][CH2:9][CH2:10][CH2:11][N:12]1[C:16]2[CH:17]=[CH:18][C:19]([C:21]([OH:23])=O)=[CH:20][C:15]=2[N:14]=[CH:13]1)=O)(C)(C)C.[NH2:24][C:25]1[O:26][C:27]2[CH:33]=[CH:32][CH:31]=[CH:30][C:28]=2[N:29]=1, predict the reaction product. The product is: [O:26]1[C:27]2[CH:33]=[CH:32][CH:31]=[CH:30][C:28]=2[N:29]=[C:25]1[NH:24][C:21]([C:19]1[CH:18]=[CH:17][C:16]2[N:12]([CH2:11][CH2:10][CH2:9][NH2:8])[CH:13]=[N:14][C:15]=2[CH:20]=1)=[O:23]. (4) Given the reactants [F:1][C:2]1[CH:7]=[CH:6][CH:5]=[CH:4][C:3]=1[C@H:8]1[CH2:13][N:12]([CH2:14][C:15]([F:18])([F:17])[F:16])[C:11](=[O:19])[C@@H:10]([NH:20]C(=O)OC(C)(C)C)[CH2:9]1, predict the reaction product. The product is: [NH2:20][C@H:10]1[CH2:9][C@@H:8]([C:3]2[CH:4]=[CH:5][CH:6]=[CH:7][C:2]=2[F:1])[CH2:13][N:12]([CH2:14][C:15]([F:17])([F:16])[F:18])[C:11]1=[O:19]. (5) Given the reactants [CH2:1]([N:8]=[C:9]=[S:10])[C:2]1[CH:7]=[CH:6][CH:5]=[CH:4][CH:3]=1.[CH2:11]([N:19]=[C:20]=[O:21])[CH2:12][C:13]1[CH:18]=[CH:17][CH:16]=[CH:15][CH:14]=1.C([O:24]CC)C, predict the reaction product. The product is: [CH2:11]([N:19]1[C:20](=[O:21])[N:8]([CH2:1][C:2]2[CH:7]=[CH:6][CH:5]=[CH:4][CH:3]=2)[C:9](=[O:24])[S:10]1)[CH2:12][C:13]1[CH:18]=[CH:17][CH:16]=[CH:15][CH:14]=1. (6) Given the reactants [OH:1][CH:2]1[CH:7]([C:8]2[CH:13]=[CH:12][C:11]([OH:14])=[CH:10][CH:9]=2)[CH2:6][CH2:5][N:4]([C:15]([O:17][C:18]([CH3:21])([CH3:20])[CH3:19])=[O:16])[CH2:3]1.Cl[CH2:23][CH2:24][CH2:25][O:26][CH2:27][C:28]1[CH:33]=[CH:32][CH:31]=[CH:30][C:29]=1[O:34][CH3:35].C(=O)([O-])[O-].[K+].[K+], predict the reaction product. The product is: [OH:1][CH:2]1[CH:7]([C:8]2[CH:9]=[CH:10][C:11]([O:14][CH2:23][CH2:24][CH2:25][O:26][CH2:27][C:28]3[CH:33]=[CH:32][CH:31]=[CH:30][C:29]=3[O:34][CH3:35])=[CH:12][CH:13]=2)[CH2:6][CH2:5][N:4]([C:15]([O:17][C:18]([CH3:21])([CH3:20])[CH3:19])=[O:16])[CH2:3]1. (7) Given the reactants C([SnH](CCCC)CCCC)CCC.Br[CH:15]1[CH2:20][CH2:19][CH2:18][CH2:17][CH:16]1[OH:21].[C:22]([O:30][CH:31]1[CH2:36][C:35]([CH3:38])([CH3:37])[N:34]([OH:39])[C:33]([CH3:41])([CH3:40])[CH2:32]1)(=[O:29])[C:23]1[CH:28]=[CH:27][CH:26]=[CH:25][CH:24]=1.CCCCCCC, predict the reaction product. The product is: [C:22]([O-:30])(=[O:29])[CH3:23].[C:22]([O:30][CH:31]1[CH2:32][C:33]([CH3:40])([CH3:41])[N:34]([O:39][CH:15]2[CH2:20][CH2:19][CH2:18][CH2:17][CH:16]2[OH:21])[C:35]([CH3:38])([CH3:37])[CH2:36]1)(=[O:29])[C:23]1[CH:24]=[CH:25][CH:26]=[CH:27][CH:28]=1. (8) Given the reactants [CH3:1][C@@H:2]([OH:9])[C:3]1[CH:8]=[CH:7][CH:6]=[CH:5][CH:4]=1, predict the reaction product. The product is: [CH:3]1([C@H:2]([OH:9])[CH3:1])[CH2:8][CH2:7][CH2:6][CH2:5][CH2:4]1. (9) Given the reactants [CH3:1][CH:2]([SH:4])[CH3:3].[H-].[Na+].[C:7]([O:11][C:12]([N:14]1[CH2:18][CH2:17][C@H:16]([C@@H:19]2[CH2:21][O:20]2)[CH2:15]1)=[O:13])([CH3:10])([CH3:9])[CH3:8].O, predict the reaction product. The product is: [C:7]([O:11][C:12]([N:14]1[CH2:18][CH2:17][C@H:16]([C@@H:19]([OH:20])[CH2:21][S:4][CH:2]([CH3:3])[CH3:1])[CH2:15]1)=[O:13])([CH3:10])([CH3:9])[CH3:8].